Dataset: CYP2C9 inhibition data for predicting drug metabolism from PubChem BioAssay. Task: Regression/Classification. Given a drug SMILES string, predict its absorption, distribution, metabolism, or excretion properties. Task type varies by dataset: regression for continuous measurements (e.g., permeability, clearance, half-life) or binary classification for categorical outcomes (e.g., BBB penetration, CYP inhibition). Dataset: cyp2c9_veith. (1) The drug is O=C(c1csnn1)N1CCC[C@@]2(CCN(c3ccccn3)C2)C1. The result is 0 (non-inhibitor). (2) The drug is FC(F)(F)c1ccccc1-c1ccc2ncnc(NCCN3CCOCC3)c2c1. The result is 0 (non-inhibitor). (3) The compound is O=C(O)C[C@H](NC(=O)CP(=O)(O)O)C(=O)O.[NH-][C@H]1CCCC[C@H]1[NH-].[Pt]. The result is 0 (non-inhibitor). (4) The result is 0 (non-inhibitor). The compound is C#C[C@@]1(O)CC[C@@H]2[C@@H]3CCC4=CC(=O)CC[C@@H]4[C@H]3CC[C@]21CC. (5) The molecule is CCOC(=O)N1CCN(S(=O)(=O)c2ccc(C(=O)Nc3ccc(F)cc3F)cc2)CC1. The result is 1 (inhibitor).